From a dataset of Ames mutagenicity test results for genotoxicity prediction. Regression/Classification. Given a drug SMILES string, predict its toxicity properties. Task type varies by dataset: regression for continuous values (e.g., LD50, hERG inhibition percentage) or binary classification for toxic/non-toxic outcomes (e.g., AMES mutagenicity, cardiotoxicity, hepatotoxicity). Dataset: ames. (1) The result is 1 (mutagenic). The drug is CCC(=O)N(O)c1ccc2ccccc2c1. (2) The molecule is O=[N+]([O-])c1cccc(S(=O)(=O)O)c1. The result is 0 (non-mutagenic). (3) The molecule is O=[N+]([O-])c1cc2cccc([N+](=O)[O-])c2c2ccccc12. The result is 1 (mutagenic). (4) The compound is Oc1cc(O)c2ccccc2c1. The result is 1 (mutagenic). (5) The compound is C/C(C(=O)O)=C(/Cl)C(=O)O. The result is 0 (non-mutagenic). (6) The result is 1 (mutagenic). The compound is N[C@@H](CCC(=O)N[C@@H](CS/C(Cl)=C(/Cl)C(Cl)=C(Cl)Cl)C(=O)NCC(=O)O)C(=O)O. (7) The compound is c1ccc2c(c1)cnc1ccccc12. The result is 1 (mutagenic). (8) The drug is Cc1cc2[nH]c3cc(C)c4ccccc4c3c2c2ccccc12. The result is 1 (mutagenic). (9) The molecule is Nc1nc(O)c2ncn(C3OC(COP(=O)(O)O)C(O)C3O)c2n1. The result is 0 (non-mutagenic). (10) The molecule is O=[N+]([O-])c1ccc(Nc2ccc(Cl)cc2)cc1. The result is 1 (mutagenic).